From a dataset of Experimentally validated miRNA-target interactions with 360,000+ pairs, plus equal number of negative samples. Binary Classification. Given a miRNA mature sequence and a target amino acid sequence, predict their likelihood of interaction. (1) The protein sequence of the target gene is MEVRRGDTCPRPHPSGLREEGLEPKVAFPGGANRCWNLGADAGSRLTDVFGSVMLTGSASFYDCYTSQSEDNVDLRQTYTPFSSTEYSSSVDSSLFCAPWSTYGDDIKQPSNSQISIKNRIQTERNDYGSETDLYGLVSNILEEQDKSQPYFAEGTCSSNLKSVWPMNTSRFADHHDLLTETKRPIDTVISQQAFYSDESVSAMEKQYLRNSNLTPQQKIDELHHGFTGLDLEEQWMYPSRSDHSNCHNIQTNDTAKTTFQEYPLIKNCFTPQTGLSDIMKESGVDIYHYGRDRICTKGL.... The miRNA is hsa-miR-5009-3p with sequence UCCUAAAUCUGAAAGUCCAAAA. Result: 1 (interaction). (2) The miRNA is hsa-miR-3621 with sequence CGCGGGUCGGGGUCUGCAGG. The protein sequence of the target gene is MTAHSFALPVIIFTTFWGLIGIAGPWFVPKGPNRGVIITMLVATAVCCYLFWLIAILAQLNPLFGPQLKNETIWYVRFLWE. Result: 0 (no interaction). (3) The miRNA is hsa-miR-196b-5p with sequence UAGGUAGUUUCCUGUUGUUGGG. The protein sequence of the target gene is MAKRTFSTLEAFLIFLLVIMTVITVALLTLLFVTSGTIENHKDSGNHWFSTTLGSTTTQPPPITQTPNFPSFRNFSGYYIGVGRADCTGQVSDINLMGYGKNGQNARGLLTRLFSRAFILADPDGSNRMAFVSVELCMISQRLRLEVLKRLESKYGSLYRRDNVILSAIHTHSGPAGFFQYTLYILASEGFSNRTFQYIVSGIMKSIDIAHTNLKPGKIFINKGNVANVQINRSPSSYLLNPQSERARYSSNTDKEMLVLKLVDLNGEDLGLISWFAIHPVSMNNSNHFVNSDNMGYAAY.... Result: 0 (no interaction). (4) The miRNA is hsa-miR-3160-3p with sequence AGAGCUGAGACUAGAAAGCCCA. The protein sequence of the target gene is MTVPKEMPEKWARAQAPPSWSRKKPSWGTEEERRARANDREYNEKFQYASNCIKTSKYNILTFLPVNLFEQFQEVANTYFLFLLILQLIPQISSLSWFTTIVPLVLVLTITAVKDATDDYFRHKSDNQVNNRQSQVLINGILQQEQWMNVCVGDIIKLENNQFVAADLLLLSSSEPHGLCYIETAELDGETNMKVRQAIPVTSELGDISKLAKFDGEVICEPPNNKLDKFSGTLYWKENKFPLSNQNMLLRGCVLRNTEWCFGLVIFAGPDTKLMQNSGRTKFKRTSIDRLMNTLVLWIF.... Result: 1 (interaction). (5) The protein sequence of the target gene is MRSPRTRGRPGRPLSLLLALLCALRAKVCGASGQFELEILSMQNVNGELQNGNCCGGARNPGDRKCTRDECDTYFKVCLKEYQSRVTAGGPCSFGSGSTPVIGGNTFNLKASRGNDRNRIVLPFSFAWPRSYTLLVEAWDSSNDTIQPDSIIEKASHSGMINPSRQWQTLKQNTGIAHFEYQIRVTCDDHYYGFGCNKFCRPRDDFFGHYACDQNGNKTCMEGWMGPECNKAICRQGCSPKHGSCKLPGDCRCQYGWQGLYCDKCIPHPGCVHGTCNEPWQCLCETNWGGQLCDKDLNYC.... Result: 0 (no interaction). The miRNA is hsa-miR-6716-5p with sequence UGGGAAUGGGGGUAAGGGCC. (6) The miRNA is ssc-miR-126-5p with sequence CAUUAUUACUUUUGGUACGCG. Result: 0 (no interaction). The protein sequence of the target gene is MAKKYDFLFKLLLIGDSGVGKTCLIIRFAEDNFNSTYISTIGIDFKVKTIEVEGKKVKLQVWDTAGQERFKTITTAYYRGAMGIILVYDITDEKSYENIQNWMKSIKENASAGVSRMLLGNKCDIEAKRKVSKETGEKLAKEHGIRFFETSAKSSINVEESFTSLARDILLKSNKKPGPSGREVKLTSTEKKSSSKCLLL.